This data is from TCR-epitope binding with 47,182 pairs between 192 epitopes and 23,139 TCRs. The task is: Binary Classification. Given a T-cell receptor sequence (or CDR3 region) and an epitope sequence, predict whether binding occurs between them. (1) The epitope is FLASKIGRLV. The TCR CDR3 sequence is CASSEKGGRETQYF. Result: 1 (the TCR binds to the epitope). (2) The epitope is NLVPMVATV. The TCR CDR3 sequence is CASSLAGAYNEQFF. Result: 1 (the TCR binds to the epitope). (3) The epitope is YLNTLTLAV. The TCR CDR3 sequence is CASSLVAGSYNEQFF. Result: 1 (the TCR binds to the epitope). (4) The epitope is YVLDHLIVV. The TCR CDR3 sequence is CSARAGGGATEAFF. Result: 0 (the TCR does not bind to the epitope).